From a dataset of Blood-brain barrier permeability classification from the B3DB database. Regression/Classification. Given a drug SMILES string, predict its absorption, distribution, metabolism, or excretion properties. Task type varies by dataset: regression for continuous measurements (e.g., permeability, clearance, half-life) or binary classification for categorical outcomes (e.g., BBB penetration, CYP inhibition). Dataset: b3db_classification. (1) The molecule is CCC[C@@H](CC)C1(CC)C(=O)NC(=O)NC1=O. The result is 1 (penetrates BBB). (2) The molecule is NC(=O)N1c2ccccc2C2CC2c2ccccc21. The result is 1 (penetrates BBB).